From a dataset of NCI-60 drug combinations with 297,098 pairs across 59 cell lines. Regression. Given two drug SMILES strings and cell line genomic features, predict the synergy score measuring deviation from expected non-interaction effect. (1) Drug 1: CN1C(=O)N2C=NC(=C2N=N1)C(=O)N. Drug 2: CC1=C(C=C(C=C1)NC(=O)C2=CC=C(C=C2)CN3CCN(CC3)C)NC4=NC=CC(=N4)C5=CN=CC=C5. Cell line: TK-10. Synergy scores: CSS=-1.84, Synergy_ZIP=0.253, Synergy_Bliss=-1.84, Synergy_Loewe=-0.953, Synergy_HSA=-2.40. (2) Drug 1: C#CCC(CC1=CN=C2C(=N1)C(=NC(=N2)N)N)C3=CC=C(C=C3)C(=O)NC(CCC(=O)O)C(=O)O. Drug 2: C1=NNC2=C1C(=O)NC=N2. Cell line: MCF7. Synergy scores: CSS=4.64, Synergy_ZIP=0.0565, Synergy_Bliss=4.43, Synergy_Loewe=4.70, Synergy_HSA=2.07. (3) Drug 1: C1=NC2=C(N=C(N=C2N1C3C(C(C(O3)CO)O)F)Cl)N. Drug 2: C1=NNC2=C1C(=O)NC=N2. Cell line: SK-OV-3. Synergy scores: CSS=1.39, Synergy_ZIP=-0.659, Synergy_Bliss=0.551, Synergy_Loewe=-4.37, Synergy_HSA=-1.43. (4) Drug 1: C1CN1C2=NC(=NC(=N2)N3CC3)N4CC4. Drug 2: CC1C(C(CC(O1)OC2CC(CC3=C2C(=C4C(=C3O)C(=O)C5=CC=CC=C5C4=O)O)(C(=O)C)O)N)O. Cell line: NCIH23. Synergy scores: CSS=46.2, Synergy_ZIP=0.865, Synergy_Bliss=1.24, Synergy_Loewe=-12.3, Synergy_HSA=4.23. (5) Drug 1: CN1CCC(CC1)COC2=C(C=C3C(=C2)N=CN=C3NC4=C(C=C(C=C4)Br)F)OC. Drug 2: N.N.Cl[Pt+2]Cl. Cell line: SF-268. Synergy scores: CSS=-6.69, Synergy_ZIP=3.82, Synergy_Bliss=2.36, Synergy_Loewe=-3.03, Synergy_HSA=-3.66. (6) Drug 1: CC1=CC=C(C=C1)C2=CC(=NN2C3=CC=C(C=C3)S(=O)(=O)N)C(F)(F)F. Drug 2: C(CC(=O)O)C(=O)CN.Cl. Cell line: CAKI-1. Synergy scores: CSS=6.88, Synergy_ZIP=-3.52, Synergy_Bliss=-4.36, Synergy_Loewe=-4.18, Synergy_HSA=-4.72. (7) Drug 1: CC1=C(C=C(C=C1)NC2=NC=CC(=N2)N(C)C3=CC4=NN(C(=C4C=C3)C)C)S(=O)(=O)N.Cl. Drug 2: C1CC(C1)(C(=O)O)C(=O)O.[NH2-].[NH2-].[Pt+2]. Cell line: HS 578T. Synergy scores: CSS=29.1, Synergy_ZIP=7.38, Synergy_Bliss=11.1, Synergy_Loewe=4.68, Synergy_HSA=8.88.